This data is from Full USPTO retrosynthesis dataset with 1.9M reactions from patents (1976-2016). The task is: Predict the reactants needed to synthesize the given product. (1) Given the product [CH3:13][N:3]([CH3:2])[C:4]1[CH:5]=[C:6]([C:7]([N:28]2[CH2:33][CH2:32][CH2:31][C:30](=[O:34])[CH2:29]2)=[O:9])[CH:10]=[CH:11][N:12]=1, predict the reactants needed to synthesize it. The reactants are: Cl.[CH3:2][N:3]([CH3:13])[C:4]1[CH:5]=[C:6]([CH:10]=[CH:11][N:12]=1)[C:7]([OH:9])=O.C(N(CC)CC)C.CCCP(=O)=O.Cl.[NH:28]1[CH2:33][CH2:32][CH2:31][C:30](=[O:34])[CH2:29]1. (2) Given the product [C:39]([O:38][C:36](=[O:37])[CH2:13][N:12]1[C:8]([C:5]2[CH:6]=[CH:7][C:2]([Cl:1])=[CH:3][CH:4]=2)=[C:9]([CH:26]2[CH2:31][CH2:30][CH2:29][CH2:28][CH2:27]2)[C:10]2[S:16][C:15]([C:17]([O:19][CH3:20])=[O:18])=[C:14]([CH:21]3[O:25][CH2:24][CH2:23][O:22]3)[C:11]1=2)([CH3:42])([CH3:41])[CH3:40], predict the reactants needed to synthesize it. The reactants are: [Cl:1][C:2]1[CH:7]=[CH:6][C:5]([C:8]2[N:12]([CH3:13])[C:11]3[C:14]([CH:21]4[O:25][CH2:24][CH2:23][O:22]4)=[C:15]([C:17]([O:19][CH3:20])=[O:18])[S:16][C:10]=3[C:9]=2[CH:26]2[CH2:31][CH2:30][CH2:29][CH2:28][CH2:27]2)=[CH:4][CH:3]=1.[H-].[Na+].BrC[C:36]([O:38][C:39]([CH3:42])([CH3:41])[CH3:40])=[O:37]. (3) Given the product [F:1][C:2]1[C:3]([O:21][CH3:22])=[C:4]2[C:10]([Br:23])=[CH:9][N:8]([S:11]([C:14]3[CH:20]=[CH:19][C:17]([CH3:18])=[CH:16][CH:15]=3)(=[O:13])=[O:12])[C:5]2=[N:6][CH:7]=1, predict the reactants needed to synthesize it. The reactants are: [F:1][C:2]1[C:3]([O:21][CH3:22])=[C:4]2[CH:10]=[CH:9][N:8]([S:11]([C:14]3[CH:20]=[CH:19][C:17]([CH3:18])=[CH:16][CH:15]=3)(=[O:13])=[O:12])[C:5]2=[N:6][CH:7]=1.[Br:23]Br. (4) Given the product [CH3:1][N:2]1[CH2:15][CH2:14][C:5]2[N:6]([CH2:28][CH:26]([C:23]3[CH:22]=[N:21][C:20]([O:19][CH3:18])=[CH:25][CH:24]=3)[OH:27])[C:7]3[CH:8]=[CH:9][C:10]([CH3:13])=[CH:11][C:12]=3[C:4]=2[CH2:3]1, predict the reactants needed to synthesize it. The reactants are: [CH3:1][N:2]1[CH2:15][CH2:14][C:5]2[NH:6][C:7]3[CH:8]=[CH:9][C:10]([CH3:13])=[CH:11][C:12]=3[C:4]=2[CH2:3]1.[H-].[Na+].[CH3:18][O:19][C:20]1[CH:25]=[CH:24][C:23]([CH:26]2[CH2:28][O:27]2)=[CH:22][N:21]=1. (5) Given the product [CH3:28][O:27][CH2:26][CH2:25][N:19]1[CH2:18][CH2:17][C:16]([C:13]2[CH:14]=[CH:15][C:10]([O:9][CH2:8][CH2:7][CH2:6][N:1]3[CH2:5][CH2:4][CH2:3][CH2:2]3)=[CH:11][CH:12]=2)([C:22]#[N:23])[CH2:21][CH2:20]1, predict the reactants needed to synthesize it. The reactants are: [N:1]1([CH2:6][CH2:7][CH2:8][O:9][C:10]2[CH:15]=[CH:14][C:13]([C:16]3([C:22]#[N:23])[CH2:21][CH2:20][NH:19][CH2:18][CH2:17]3)=[CH:12][CH:11]=2)[CH2:5][CH2:4][CH2:3][CH2:2]1.Br[CH2:25][CH2:26][O:27][CH3:28].C(=O)(O)[O-].[Na+].[I-].[K+]. (6) Given the product [CH2:28]([O:27][C:25]([NH:1][C:2]1[CH:16]=[CH:15][C:5]([O:6][CH2:7][C:8]([O:10][C:11]([CH3:12])([CH3:13])[CH3:14])=[O:9])=[C:4]([C:17]#[N:18])[CH:3]=1)=[O:26])[C:29]1[CH:34]=[CH:33][CH:32]=[CH:31][CH:30]=1, predict the reactants needed to synthesize it. The reactants are: [NH2:1][C:2]1[CH:16]=[CH:15][C:5]([O:6][CH2:7][C:8]([O:10][C:11]([CH3:14])([CH3:13])[CH3:12])=[O:9])=[C:4]([C:17]#[N:18])[CH:3]=1.C(=O)([O-])O.[Na+].Cl[C:25]([O:27][CH2:28][C:29]1[CH:34]=[CH:33][CH:32]=[CH:31][CH:30]=1)=[O:26]. (7) Given the product [NH2:11][C:9]1[N:8]=[CH:7][N:6]=[C:5]2[N:4]([CH:12]([C:14]3[CH:15]=[C:16]4[N:21]([C:22]=3[C:23]3[CH:28]=[CH:27][CH:26]=[CH:25][CH:24]=3)[CH:20]=[CH:19][CH:18]=[CH:17]4)[CH3:13])[N:3]=[C:2]([C:32]3[CH:33]=[C:34]([OH:36])[CH:35]=[C:30]([F:29])[CH:31]=3)[C:10]=12, predict the reactants needed to synthesize it. The reactants are: I[C:2]1[C:10]2[C:5](=[N:6][CH:7]=[N:8][C:9]=2[NH2:11])[N:4]([CH:12]([C:14]2[CH:15]=[C:16]3[N:21]([C:22]=2[C:23]2[CH:28]=[CH:27][CH:26]=[CH:25][CH:24]=2)[CH:20]=[CH:19][CH:18]=[CH:17]3)[CH3:13])[N:3]=1.[F:29][C:30]1[CH:31]=[C:32](B(O)O)[CH:33]=[C:34]([OH:36])[CH:35]=1.CCO.C([O-])([O-])=O.[Na+].[Na+]. (8) Given the product [CH:29]1([CH2:32][N:10]2[CH2:9][CH2:8][C@@:7]34[C:18]5[C:13]6[CH2:12][C@@H:11]2[C@:2]3([OH:1])[CH2:3][CH2:4][C:5](=[O:22])[C@@H:6]4[O:19][C:17]=5[C:16]([O:20][CH3:21])=[CH:15][CH:14]=6)[CH2:31][CH2:30]1, predict the reactants needed to synthesize it. The reactants are: [OH:1][C@:2]12[C@H:11]3[CH2:12][C:13]4[C:18]5[C@@:7]1([CH2:8][CH2:9][NH:10]3)[C@@H:6]([O:19][C:17]=5[C:16]([O:20][CH3:21])=[CH:15][CH:14]=4)[C:5](=[O:22])[CH2:4][CH2:3]2.C([O-])([O-])=O.[K+].[K+].[CH:29]1([CH2:32]Br)[CH2:31][CH2:30]1. (9) The reactants are: [Br:1][C:2]1[CH:3]=[C:4]([CH:8]=[CH:9][C:10]=1[F:11])[C:5](O)=[O:6].C1N=CN(C(N2C=NC=C2)=O)C=1.[CH3:24][O:25][NH:26][CH3:27]. Given the product [Br:1][C:2]1[CH:3]=[C:4]([CH:8]=[CH:9][C:10]=1[F:11])[C:5]([N:26]([O:25][CH3:24])[CH3:27])=[O:6], predict the reactants needed to synthesize it.